Dataset: Reaction yield outcomes from USPTO patents with 853,638 reactions. Task: Predict the reaction yield, written as a fraction of the theoretical maximum amount of product (1.0 means a 100% yield; for example, 0.34 means a 34% yield). (1) The reactants are CC(C)([O-])C.[K+].[CH2:7]([O:14][C:15]1[CH:16]=[C:17]([CH:31]=[CH:32][CH:33]=1)[C:18]([NH:20][C:21]1[CH:26]=[CH:25][CH:24]=[CH:23][C:22]=1[S:27](=[O:30])(=[O:29])[NH2:28])=[O:19])[C:8]1[CH:13]=[CH:12][CH:11]=[CH:10][CH:9]=1.[C:34](Cl)(=[O:44])[CH2:35][CH2:36][CH2:37][CH2:38][CH2:39][CH2:40][CH2:41][CH2:42][CH3:43].[Cl-].[NH4+]. The catalyst is O1CCCC1. The product is [CH2:7]([O:14][C:15]1[CH:16]=[C:17]([CH:31]=[CH:32][CH:33]=1)[C:18]([NH:20][C:21]1[CH:26]=[CH:25][CH:24]=[CH:23][C:22]=1[S:27]([NH:28][C:34](=[O:44])[CH2:35][CH2:36][CH2:37][CH2:38][CH2:39][CH2:40][CH2:41][CH2:42][CH3:43])(=[O:29])=[O:30])=[O:19])[C:8]1[CH:9]=[CH:10][CH:11]=[CH:12][CH:13]=1. The yield is 0.500. (2) The reactants are Br[C:2]1[CH:7]=[CH:6][C:5]([C:8]2[N:17]=[C:16]([NH:18][C:19]3[NH:20][N:21]=[C:22]([CH3:24])[CH:23]=3)[C:15]3[C:10](=[CH:11][CH:12]=[CH:13][CH:14]=3)[N:9]=2)=[CH:4][CH:3]=1.[C:25]1(B(O)O)[CH:30]=[CH:29][CH:28]=[CH:27][CH:26]=1.C([O-])([O-])=O.[Na+].[Na+].C1(P(C2C=CC=CC=2)C2C=CC=CC=2)C=CC=CC=1. The catalyst is C1COCC1.O.C([O-])(=O)C.[Pd+2].C([O-])(=O)C. The product is [C:2]1([C:25]2[CH:30]=[CH:29][CH:28]=[CH:27][CH:26]=2)[CH:7]=[CH:6][C:5]([C:8]2[N:17]=[C:16]([NH:18][C:19]3[NH:20][N:21]=[C:22]([CH3:24])[CH:23]=3)[C:15]3[C:10](=[CH:11][CH:12]=[CH:13][CH:14]=3)[N:9]=2)=[CH:4][CH:3]=1. The yield is 0.510. (3) The reactants are [C:1]([C:4]1[C:12]2[C:7](=[CH:8][CH:9]=[CH:10][CH:11]=2)[NH:6][C:5]=1[C:13]1[CH:18]=[CH:17][C:16]([Cl:19])=[CH:15][CH:14]=1)(=[O:3])[CH3:2].[CH2:20](Br)[CH2:21][C:22]1[CH:27]=[CH:26][CH:25]=[CH:24][CH:23]=1.[H-].[Na+]. The catalyst is O1CCCC1. The product is [C:1]([C:4]1[C:12]2[C:7](=[CH:8][CH:9]=[CH:10][CH:11]=2)[N:6]([CH2:20][CH2:21][C:22]2[CH:27]=[CH:26][CH:25]=[CH:24][CH:23]=2)[C:5]=1[C:13]1[CH:14]=[CH:15][C:16]([Cl:19])=[CH:17][CH:18]=1)(=[O:3])[CH3:2]. The yield is 0.460. (4) The reactants are [F:1][C:2]1([F:13])[O:6][C:5]2[CH:7]=[CH:8][C:9]([CH2:11]O)=[CH:10][C:4]=2[O:3]1.S(Cl)([Cl:16])=O. No catalyst specified. The product is [Cl:16][CH2:11][C:9]1[CH:8]=[CH:7][C:5]2[O:6][C:2]([F:13])([F:1])[O:3][C:4]=2[CH:10]=1. The yield is 0.890. (5) The reactants are C(OC(=O)[NH:7][CH:8]([CH2:17][C:18]1[CH:23]=[CH:22][C:21]([O:24][C:25]2[CH:30]=[CH:29][C:28]([CH2:31][CH2:32][C:33](=[O:36])[NH:34][OH:35])=[CH:27][CH:26]=2)=[CH:20][CH:19]=1)[C:9]([N:11]1[CH2:16][CH2:15][O:14][CH2:13][CH2:12]1)=[O:10])(C)(C)C.C(Cl)[Cl:39]. No catalyst specified. The product is [ClH:39].[NH2:7][CH:8]([C:9]([N:11]1[CH2:16][CH2:15][O:14][CH2:13][CH2:12]1)=[O:10])[CH2:17][C:18]1[CH:23]=[CH:22][C:21]([O:24][C:25]2[CH:30]=[CH:29][C:28]([CH2:31][CH2:32][C:33]([NH:34][OH:35])=[O:36])=[CH:27][CH:26]=2)=[CH:20][CH:19]=1. The yield is 0.850. (6) The reactants are [CH3:1][N:2]([CH3:20])[C:3]1[CH:8]=[C:7]([C:9]2[N:13]3[CH:14]=[CH:15][CH:16]=[CH:17][C:12]3=[N:11][C:10]=2[CH:18]=O)[CH:6]=[CH:5][N:4]=1.[CH3:21][NH:22][C@@H:23]1[C:32]2[N:31]=[CH:30][CH:29]=[CH:28][C:27]=2[CH2:26][CH2:25][CH2:24]1.CN(CC1N=C2C=CC=CN2C=1C1C=CN=CC=1)[C@@H]1C2N=CC=CC=2CCC1. No catalyst specified. The product is [CH3:1][N:2]([CH3:20])[C:3]1[CH:8]=[C:7]([C:9]2[N:13]3[CH:14]=[CH:15][CH:16]=[CH:17][C:12]3=[N:11][C:10]=2[CH2:18][N:22]([CH3:21])[C@@H:23]2[C:32]3[N:31]=[CH:30][CH:29]=[CH:28][C:27]=3[CH2:26][CH2:25][CH2:24]2)[CH:6]=[CH:5][N:4]=1. The yield is 0.870. (7) The reactants are C[Si](Cl)(C)C.C([N:9]([CH:12]([CH3:14])C)[CH2:10][CH3:11])(C)C.[C:23](O[C:23]([O:25][C:26]([CH3:29])([CH3:28])[CH3:27])=[O:24])([O:25][C:26]([CH3:29])([CH3:28])[CH3:27])=[O:24]. The catalyst is Cl.CO.ClCCl. The product is [CH3:26][O:25][C:23]([C@@H:14]1[CH2:11][CH2:10][N:9]([C:23]([O:25][C:26]([CH3:27])([CH3:28])[CH3:29])=[O:24])[CH2:12]1)=[O:24]. The yield is 0.650. (8) The reactants are C(OC([N:8]1[CH2:13][CH2:12][CH:11]([S:14]([CH2:17][C:18]2[CH:23]=[CH:22][CH:21]=[CH:20][C:19]=2[F:24])(=[O:16])=[O:15])[CH2:10][CH2:9]1)=O)(C)(C)C.[ClH:25].C(OCC)(=O)C. The catalyst is C(OCC)(=O)C. The product is [ClH:25].[F:24][C:19]1[CH:20]=[CH:21][CH:22]=[CH:23][C:18]=1[CH2:17][S:14]([CH:11]1[CH2:10][CH2:9][NH:8][CH2:13][CH2:12]1)(=[O:15])=[O:16]. The yield is 0.910. (9) The product is [N:32]1([C:3]([C:5]2[N:6]=[CH:7][CH:8]=[CH:9][C:10]=2[C:11]([NH:28][C:26]2[CH:25]=[CH:24][N:23]3[CH:29]=[C:20]([C:14]4[CH:15]=[CH:16][CH:17]=[CH:18][CH:19]=4)[N:21]=[C:22]3[N:27]=2)=[O:12])=[O:4])[CH2:33][CH2:36][CH2:35]1. The catalyst is ClCCl. The yield is 0.490. The reactants are CO[C:3]([C:5]1[C:10]([C:11](Cl)=[O:12])=[CH:9][CH:8]=[CH:7][N:6]=1)=[O:4].[C:14]1([C:20]2[N:21]=[C:22]3[N:27]=[C:26]([NH2:28])[CH:25]=[CH:24][N:23]3[CH:29]=2)[CH:19]=[CH:18][CH:17]=[CH:16][CH:15]=1.C([N:32]([CH2:35][CH3:36])[CH2:33]C)C. (10) The reactants are [CH:1]1([CH2:7][O:8][CH2:9][CH2:10][CH2:11][CH2:12][CH2:13][CH2:14][C:15]2[CH:16]=[C:17]([CH:22]=[CH:23][CH:24]=2)/[C:18](=[N:20]/[OH:21])/[NH2:19])[CH2:6][CH2:5][CH2:4][CH2:3][CH2:2]1.[C:25]([C:27]1([C:30](O)=[O:31])[CH2:29][CH2:28]1)#[N:26]. No catalyst specified. The product is [C:25]([C:27]1([C:30]([O:21]/[N:20]=[C:18](\[NH2:19])/[C:17]2[CH:22]=[CH:23][CH:24]=[C:15]([CH2:14][CH2:13][CH2:12][CH2:11][CH2:10][CH2:9][O:8][CH2:7][CH:1]3[CH2:6][CH2:5][CH2:4][CH2:3][CH2:2]3)[CH:16]=2)=[O:31])[CH2:29][CH2:28]1)#[N:26]. The yield is 0.750.